Dataset: Reaction yield outcomes from USPTO patents with 853,638 reactions. Task: Predict the reaction yield, written as a fraction of the theoretical maximum amount of product (1.0 means a 100% yield; for example, 0.34 means a 34% yield). (1) The reactants are [NH2:1][C@@H:2]1[CH2:7][CH2:6][N:5]([C:8]([O:10][C:11]([CH3:14])([CH3:13])[CH3:12])=[O:9])[CH2:4][C@H:3]1[OH:15].[Cl:16][C:17]1[N:18]=[C:19]([C:24](O)=[O:25])[NH:20][C:21]=1[CH2:22][CH3:23].O.ON1C2C=CC=CC=2N=N1.CCN=C=NCCCN(C)C.Cl.C(N(CC)CC)C. No catalyst specified. The product is [Cl:16][C:17]1[N:18]=[C:19]([C:24]([NH:1][C@@H:2]2[CH2:7][CH2:6][N:5]([C:8]([O:10][C:11]([CH3:12])([CH3:14])[CH3:13])=[O:9])[CH2:4][C@H:3]2[OH:15])=[O:25])[NH:20][C:21]=1[CH2:22][CH3:23]. The yield is 0.920. (2) The yield is 0.780. The product is [C:1]([O:5][C:6]([N:8]([C:37]([O:39][C:40]([CH3:41])([CH3:43])[CH3:42])=[O:38])[C:9]1[CH:10]=[N:11][CH:12]=[CH:13][C:14]=1[C@H:15]1[O:20][C@H:19]([CH2:21][CH2:22][C:23]([O:25][CH2:26][CH3:27])=[O:24])[C:18](=[O:28])[C@H:17]([O:29][Si:30]([C:33]([CH3:36])([CH3:35])[CH3:34])([CH3:31])[CH3:32])[CH2:16]1)=[O:7])([CH3:4])([CH3:2])[CH3:3]. The catalyst is C(Cl)Cl. The reactants are [C:1]([O:5][C:6]([N:8]([C:37]([O:39][C:40]([CH3:43])([CH3:42])[CH3:41])=[O:38])[C:9]1[CH:10]=[N:11][CH:12]=[CH:13][C:14]=1[C@H:15]1[O:20][C@H:19]([CH2:21][CH2:22][C:23]([O:25][CH2:26][CH3:27])=[O:24])[C@@H:18]([OH:28])[C@H:17]([O:29][Si:30]([C:33]([CH3:36])([CH3:35])[CH3:34])([CH3:32])[CH3:31])[CH2:16]1)=[O:7])([CH3:4])([CH3:3])[CH3:2].C(=O)(O)[O-].[Na+].